The task is: Regression. Given a peptide amino acid sequence and an MHC pseudo amino acid sequence, predict their binding affinity value. This is MHC class I binding data.. This data is from Peptide-MHC class I binding affinity with 185,985 pairs from IEDB/IMGT. (1) The peptide sequence is FLYDRLAST. The MHC is HLA-A24:03 with pseudo-sequence HLA-A24:03. The binding affinity (normalized) is 0.0847. (2) The MHC is HLA-A26:01 with pseudo-sequence HLA-A26:01. The peptide sequence is LLRRRPYPL. The binding affinity (normalized) is 0.0847. (3) The peptide sequence is ALVCYIVMPV. The MHC is HLA-A68:02 with pseudo-sequence HLA-A68:02. The binding affinity (normalized) is 0.586.